This data is from Full USPTO retrosynthesis dataset with 1.9M reactions from patents (1976-2016). The task is: Predict the reactants needed to synthesize the given product. (1) Given the product [CH2:1]([O:4][P:5]([O:11][CH2:12][C:13]1[C:21]([CH3:22])=[CH:20][CH:19]=[CH:18][C:14]=1[C:15]([Cl:31])=[O:16])([O:7][CH2:8][CH:9]=[CH2:10])=[O:6])[CH:2]=[CH2:3], predict the reactants needed to synthesize it. The reactants are: [CH2:1]([O:4][P:5]([O:11][CH2:12][C:13]1[C:21]([CH3:22])=[CH:20][CH:19]=[CH:18][C:14]=1[C:15](O)=[O:16])([O:7][CH2:8][CH:9]=[CH2:10])=[O:6])[CH:2]=[CH2:3].CN(C)C=O.C(Cl)(=O)C([Cl:31])=O. (2) Given the product [C:15]([O:14][C:12](=[O:13])[NH:11][C@H:8]1[CH2:9][CH2:10][C@H:6]([N:19]=[N+:20]=[N-:21])[CH2:7]1)([CH3:18])([CH3:17])[CH3:16], predict the reactants needed to synthesize it. The reactants are: CS(O[C@@H:6]1[CH2:10][CH2:9][C@H:8]([NH:11][C:12]([O:14][C:15]([CH3:18])([CH3:17])[CH3:16])=[O:13])[CH2:7]1)(=O)=O.[N-:19]=[N+:20]=[N-:21].[Na+]. (3) Given the product [CH3:1][C:2]1[C:3]([C:8]2[CH:13]=[CH:12][CH:11]=[CH:10][CH:9]=2)=[N+:4]([O-:19])[CH:5]=[CH:6][CH:7]=1, predict the reactants needed to synthesize it. The reactants are: [CH3:1][C:2]1[C:3]([C:8]2[CH:13]=[CH:12][CH:11]=[CH:10][CH:9]=2)=[N:4][CH:5]=[CH:6][CH:7]=1.ClC1C=C(C=CC=1)C(OO)=[O:19]. (4) Given the product [O:16]=[C:14]([C:25]1[CH:29]=[C:30]([O:34][CH3:35])[C:31]([O:32][CH3:33])=[C:23]([O:22][CH3:21])[CH:24]=1)[CH2:10][C:11]([OH:13])=[O:12], predict the reactants needed to synthesize it. The reactants are: C([Li])CCC.C[Si]([C:10]([Si](C)(C)C)([C:14]([O-:16])=O)[C:11]([O-:13])=[O:12])(C)C.[CH3:21][O:22][C:23]1[CH:24]=[C:25]([CH:29]=[C:30]([O:34][CH3:35])[C:31]=1[O:32][CH3:33])C(Cl)=O.C(=O)(O)[O-].[Na+].S(=O)(=O)(O)O. (5) Given the product [CH3:34][C:20]1[CH:21]=[C:22]([O:25][C:26]2[CH:31]=[CH:30][CH:29]=[C:28]([CH2:32][NH:33][C:11]([C:3]3[O:4][C:5]4[CH:10]=[CH:9][CH:8]=[CH:7][C:6]=4[C:2]=3[CH3:1])=[O:13])[CH:27]=2)[CH:23]=[CH:24][C:19]=1[CH2:18][CH2:17][C:16]([OH:35])=[O:15], predict the reactants needed to synthesize it. The reactants are: [CH3:1][C:2]1[C:6]2[CH:7]=[CH:8][CH:9]=[CH:10][C:5]=2[O:4][C:3]=1[C:11]([OH:13])=O.C[O:15][C:16](=[O:35])[CH2:17][CH2:18][C:19]1[CH:24]=[CH:23][C:22]([O:25][C:26]2[CH:31]=[CH:30][CH:29]=[C:28]([CH2:32][NH2:33])[CH:27]=2)=[CH:21][C:20]=1[CH3:34].